Task: Predict the reactants needed to synthesize the given product.. Dataset: Full USPTO retrosynthesis dataset with 1.9M reactions from patents (1976-2016) (1) Given the product [Cl:2][C:3]1[N:8]=[CH:7][C:6]([CH2:9][N:10]2[C:15]([CH3:16])=[CH:14][C:13](=[N:31][OH:30])[N:12]3[N:19]=[C:20]([S:22][CH3:23])[N:21]=[C:11]23)=[CH:5][CH:4]=1, predict the reactants needed to synthesize it. The reactants are: [I-].[Cl:2][C:3]1[N:8]=[CH:7][C:6]([CH2:9][N+:10]2[C:11]3[N:12]([N:19]=[C:20]([S:22][CH3:23])[N:21]=3)[C:13](SC)=[CH:14][C:15]=2[CH3:16])=[CH:5][CH:4]=1.C([O-])(=O)C.[Na+].Cl.[OH:30][NH2:31].O. (2) Given the product [CH3:22][O:23][CH:24]1[CH2:25][CH2:26][CH:1]([C:4]2[NH:5][C:6]([C:10]3[CH:19]=[C:14]([CH:13]=[CH:12][C:11]=3[CH3:21])[C:15]([O:17][CH3:18])=[O:16])=[C:7]([CH3:9])[N:8]=2)[CH2:2][CH2:3]1, predict the reactants needed to synthesize it. The reactants are: [CH:1]1([C:4]2[NH:5][C:6]([C:10]3[C:11]([CH3:21])=[CH:12][C:13](C)=[C:14]([CH:19]=3)[C:15]([O:17][CH3:18])=[O:16])=[C:7]([CH3:9])[N:8]=2)[CH2:3][CH2:2]1.[CH3:22][O:23][CH:24]1CCC(C=O)[CH2:26][CH2:25]1.CC1C=CC(C(OC)=O)=CC=1B1OC(C)(C)C(C)(C)O1.CC1C=C(C)C(B2OC(C)(C)C(C)(C)O2)=CC=1C(OC)=O. (3) Given the product [ClH:30].[Cl:32][C:33]1[CH:34]=[CH:35][C:36]([NH:39][C:40](=[O:48])[C:41]2[CH:46]=[CH:45][CH:44]=[CH:43][C:42]=2[NH:47][C:28]([O:12][CH:9]2[CH2:10][CH2:11][N:7]([C:4]3[CH:5]=[CH:6][N:1]=[CH:2][CH:3]=3)[CH2:8]2)=[O:29])=[N:37][CH:38]=1, predict the reactants needed to synthesize it. The reactants are: [N:1]1[CH:6]=[CH:5][C:4]([N:7]2[CH2:11][CH2:10][CH:9]([OH:12])[CH2:8]2)=[CH:3][CH:2]=1.CS(O)(=O)=O.N1C2C(=CC=CC=2)C=CC=1.[C:28](Cl)([Cl:30])=[O:29].[Cl:32][C:33]1[CH:34]=[CH:35][C:36]([NH:39][C:40](=[O:48])[C:41]2[CH:46]=[CH:45][CH:44]=[CH:43][C:42]=2[NH2:47])=[N:37][CH:38]=1. (4) Given the product [ClH:73].[N:22]1([C:25]2[C:26](=[O:31])[N:27]([CH2:35][CH2:36][O:11][C:3]3[C:2]([F:1])=[C:7]([F:8])[CH:6]=[C:5]([F:9])[C:4]=3[F:10])[CH:28]=[CH:29][N:30]=2)[CH2:21][CH2:20][NH:19][CH2:24][CH2:23]1, predict the reactants needed to synthesize it. The reactants are: [F:1][C:2]1[C:7]([F:8])=[CH:6][C:5]([F:9])=[C:4]([F:10])[C:3]=1[OH:11].C(OC([N:19]1[CH2:24][CH2:23][N:22]([C:25]2[C:26]([O:31]CCO)=[N:27][CH:28]=[CH:29][N:30]=2)[CH2:21][CH2:20]1)=O)(C)(C)C.[C:35]1(P(C2C=CC=CC=2)C2C=CC=CC=2)C=CC=C[CH:36]=1.CN(C(/N=N/C(N(C)C)=O)=O)C.C(O)(C(F)(F)F)=O.[Cl:73]CCl.O.